From a dataset of Full USPTO retrosynthesis dataset with 1.9M reactions from patents (1976-2016). Predict the reactants needed to synthesize the given product. (1) Given the product [NH2:13][C:9]1[C:8]([N+:14]([O-:16])=[O:15])=[C:7]([O:6][C:5]2[CH:17]=[CH:18][C:2]([NH:1][C:28]([NH:27][C:24]3[CH:25]=[CH:26][C:21]([Cl:20])=[C:22]([C:30]([F:32])([F:31])[F:33])[CH:23]=3)=[O:29])=[C:3]([Cl:19])[CH:4]=2)[CH:12]=[CH:11][N:10]=1, predict the reactants needed to synthesize it. The reactants are: [NH2:1][C:2]1[CH:18]=[CH:17][C:5]([O:6][C:7]2[CH:12]=[CH:11][N:10]=[C:9]([NH2:13])[C:8]=2[N+:14]([O-:16])=[O:15])=[CH:4][C:3]=1[Cl:19].[Cl:20][C:21]1[CH:26]=[CH:25][C:24]([N:27]=[C:28]=[O:29])=[CH:23][C:22]=1[C:30]([F:33])([F:32])[F:31]. (2) Given the product [F:26][C:27]1[CH:34]=[CH:33][C:30]([CH2:31][N:19]2[C:18]3[CH:20]=[CH:21][CH:22]=[CH:23][C:17]=3[N:16]=[C:15]2[N:11]2[CH2:12][CH2:13][CH2:14][NH:8][CH2:9][CH2:10]2)=[CH:29][CH:28]=1, predict the reactants needed to synthesize it. The reactants are: C(OC([N:8]1[CH2:14][CH2:13][CH2:12][N:11]([C:15]2[NH:19][C:18]3[CH:20]=[CH:21][CH:22]=[CH:23][C:17]=3[N:16]=2)[CH2:10][CH2:9]1)=O)(C)(C)C.[H-].[Na+].[F:26][C:27]1[CH:34]=[CH:33][C:30]([CH2:31]Br)=[CH:29][CH:28]=1. (3) Given the product [O:11]=[C:7]1[CH2:6][C:5]2[C:9](=[CH:10][C:2]([C:12]#[N:13])=[CH:3][CH:4]=2)[NH:8]1, predict the reactants needed to synthesize it. The reactants are: Br[C:2]1[CH:10]=[C:9]2[C:5]([CH2:6][C:7](=[O:11])[NH:8]2)=[CH:4][CH:3]=1.[C:12]([Zn]C#N)#[N:13].O. (4) Given the product [CH2:22]([NH:29][C:30](=[O:31])[O:14][C:11]1[CH:12]=[C:13]2[C:8]([CH2:7][CH2:6][CH2:5][N:4]2[CH2:1][C:2]#[CH:3])=[CH:9][CH:10]=1)[CH2:23][CH2:24][CH2:25][CH2:26][CH2:27][CH3:28], predict the reactants needed to synthesize it. The reactants are: [CH2:1]([N:4]1[C:13]2[C:8](=[CH:9][CH:10]=[C:11]([OH:14])[CH:12]=2)[CH2:7][CH2:6][CH2:5]1)[C:2]#[CH:3].C(N(CC)CC)C.[CH2:22]([N:29]=[C:30]=[O:31])[CH2:23][CH2:24][CH2:25][CH2:26][CH2:27][CH3:28].